Predict the reactants needed to synthesize the given product. From a dataset of Full USPTO retrosynthesis dataset with 1.9M reactions from patents (1976-2016). (1) The reactants are: [CH3:1][S:2](Cl)(=[O:4])=[O:3].[O:6]1[CH2:11][CH2:10][CH2:9][CH2:8][CH:7]1[O:12][CH2:13][C:14]#[C:15][CH2:16][OH:17].O.[Na+].[Cl-]. Given the product [S:2]([O:17][CH2:16][C:15]#[C:14][CH2:13][O:12][CH:7]1[CH2:8][CH2:9][CH2:10][CH2:11][O:6]1)(=[O:4])(=[O:3])[CH3:1], predict the reactants needed to synthesize it. (2) The reactants are: [NH2:1][CH2:2][CH2:3][OH:4].[CH3:5][Si:6]([CH3:21])([CH2:15][CH2:16][Si:17]([CH3:20])([CH3:19])[CH3:18])[CH2:7][CH2:8][CH2:9][O:10][CH2:11][CH:12]1[CH2:14][O:13]1. Given the product [CH3:5][Si:6]([CH3:21])([CH2:15][CH2:16][Si:17]([CH3:20])([CH3:19])[CH3:18])[CH2:7][CH2:8][CH2:9][O:10][CH2:11][CH:12]([OH:13])[CH2:14][NH:1][CH2:2][CH2:3][OH:4], predict the reactants needed to synthesize it. (3) Given the product [OH:25][C:21]1[CH:20]=[C:19]2[C:24](=[CH:23][CH:22]=1)[N:16]([CH2:15][C:12]1[CH:13]=[CH:14][C:2]([CH3:1])=[C:3]([CH:11]=1)[C:4]([O:6][C:7]([CH3:8])([CH3:9])[CH3:10])=[O:5])[CH:17]=[CH:18]2, predict the reactants needed to synthesize it. The reactants are: [CH3:1][C:2]1[CH:14]=[CH:13][C:12]([CH2:15][N:16]2[C:24]3[C:19](=[CH:20][C:21]([O:25]CC4C=CC=CC=4)=[CH:22][CH:23]=3)[CH:18]=[CH:17]2)=[CH:11][C:3]=1[C:4]([O:6][C:7]([CH3:10])([CH3:9])[CH3:8])=[O:5]. (4) Given the product [F:34][C:35]1[CH:36]=[C:37]([NH:38][C:31](=[O:33])[CH2:30][N:28]2[CH:29]=[C:25]([O:24][C:15]3[C:14]4[C:19](=[CH:20][C:21]([O:22][CH3:23])=[C:12]([C:10]#[N:11])[CH:13]=4)[N:18]=[CH:17][CH:16]=3)[CH:26]=[N:27]2)[CH:39]=[CH:40][CH:41]=1, predict the reactants needed to synthesize it. The reactants are: C(N(C(C)C)CC)(C)C.[C:10]([C:12]1[CH:13]=[C:14]2[C:19](=[CH:20][C:21]=1[O:22][CH3:23])[N:18]=[CH:17][CH:16]=[C:15]2[O:24][C:25]1[CH:26]=[N:27][N:28]([CH2:30][C:31]([OH:33])=O)[CH:29]=1)#[N:11].[F:34][C:35]1[CH:36]=[C:37]([CH:39]=[CH:40][CH:41]=1)[NH2:38].CN(C=O)C.